From a dataset of Peptide-MHC class I binding affinity with 185,985 pairs from IEDB/IMGT. Regression. Given a peptide amino acid sequence and an MHC pseudo amino acid sequence, predict their binding affinity value. This is MHC class I binding data. (1) The MHC is HLA-B38:01 with pseudo-sequence HLA-B38:01. The peptide sequence is ASSSNYNTY. The binding affinity (normalized) is 0.0847. (2) The peptide sequence is HPLSHFVNL. The MHC is HLA-A11:01 with pseudo-sequence HLA-A11:01. The binding affinity (normalized) is 0.124. (3) The peptide sequence is RLATVGYPK. The MHC is HLA-A01:01 with pseudo-sequence HLA-A01:01. The binding affinity (normalized) is 0.213. (4) The peptide sequence is KAYLYTEYF. The MHC is HLA-B15:01 with pseudo-sequence HLA-B15:01. The binding affinity (normalized) is 0.812. (5) The peptide sequence is TPALAARGF. The MHC is HLA-A02:03 with pseudo-sequence HLA-A02:03. The binding affinity (normalized) is 0.0847. (6) The peptide sequence is EVDQTKIQY. The MHC is HLA-A26:01 with pseudo-sequence HLA-A26:01. The binding affinity (normalized) is 0.241. (7) The peptide sequence is KRLQILGYL. The MHC is HLA-A29:02 with pseudo-sequence HLA-A29:02. The binding affinity (normalized) is 0.0847.